The task is: Predict hERG channel inhibition at various concentrations.. This data is from hERG Central: cardiac toxicity at 1µM, 10µM, and general inhibition. (1) The molecule is COc1ccc(Cn2c(=N)c(C(=O)NCC3CCCO3)cc3c(=O)n4ccccc4nc32)cc1. Results: hERG_inhib (hERG inhibition (general)): blocker. (2) The molecule is COc1ccc(N2CCN(C(=O)COC(=O)CCOc3ccccc3C)CC2)cc1. Results: hERG_inhib (hERG inhibition (general)): blocker. (3) The molecule is CCOC(=O)c1ccc(NC(=O)CN2CCN(Cc3ccccc3)CC2)cc1. Results: hERG_inhib (hERG inhibition (general)): blocker. (4) The drug is O=C(/C=C/c1ccc([N+](=O)[O-])cc1)NCCc1ccc(F)cc1. Results: hERG_inhib (hERG inhibition (general)): blocker.